Predict the product of the given reaction. From a dataset of Forward reaction prediction with 1.9M reactions from USPTO patents (1976-2016). (1) Given the reactants [F:1][C:2]1[CH:7]=[CH:6][C:5]([C:8]2[CH:13]=[CH:12][N:11]=[CH:10][C:9]=2[N:14]([CH3:28])[C:15](=[O:27])[C:16]2[CH:21]=[C:20]([C:22]([F:25])([F:24])[F:23])[CH:19]=[C:18]([SH:26])[CH:17]=2)=[C:4]([O:29][CH3:30])[CH:3]=1.Br[CH2:32][CH2:33][NH:34][C:35](=[O:41])[O:36][C:37]([CH3:40])([CH3:39])[CH3:38].CCN(C(C)C)C(C)C.[NH4+].[Cl-], predict the reaction product. The product is: [F:1][C:2]1[CH:7]=[CH:6][C:5]([C:8]2[CH:13]=[CH:12][N:11]=[CH:10][C:9]=2[N:14]([CH3:28])[C:15]([C:16]2[CH:17]=[C:18]([S:26][CH2:32][CH2:33][NH:34][C:35](=[O:41])[O:36][C:37]([CH3:40])([CH3:39])[CH3:38])[CH:19]=[C:20]([C:22]([F:25])([F:24])[F:23])[CH:21]=2)=[O:27])=[C:4]([O:29][CH3:30])[CH:3]=1. (2) The product is: [Cl:22][C:23]([Cl:27])([Cl:26])[C:24](=[NH:25])[O:13][CH:11]([C:9]1[CH:10]=[C:2]([Br:1])[CH:3]=[C:4]2[C:8]=1[N:7]([CH2:14][O:15][CH2:16][CH2:17][Si:18]([CH3:20])([CH3:19])[CH3:21])[N:6]=[CH:5]2)[CH3:12]. Given the reactants [Br:1][C:2]1[CH:3]=[C:4]2[C:8](=[C:9]([CH:11]([OH:13])[CH3:12])[CH:10]=1)[N:7]([CH2:14][O:15][CH2:16][CH2:17][Si:18]([CH3:21])([CH3:20])[CH3:19])[N:6]=[CH:5]2.[Cl:22][C:23]([Cl:27])([Cl:26])[C:24]#[N:25].C1(C2CCCCCCCCCC=2)CCCCCCCCNN=1, predict the reaction product. (3) Given the reactants [CH3:1][N:2]([CH2:28][C:29]([OH:31])=O)[C:3](=[O:27])[C:4]1[CH:9]=[CH:8][C:7]([S:10](=[O:26])(=[O:25])[NH:11][C:12]2[CH:17]=[CH:16][CH:15]=[CH:14][C:13]=2[O:18][C:19]2[CH:24]=[CH:23][CH:22]=[CH:21][CH:20]=2)=[CH:6][CH:5]=1.[C:32]([O:36][C:37]([N:39]1[CH2:44][CH2:43][CH:42]([CH2:45][NH2:46])[CH2:41][CH2:40]1)=[O:38])([CH3:35])([CH3:34])[CH3:33], predict the reaction product. The product is: [C:32]([O:36][C:37]([N:39]1[CH2:44][CH2:43][CH:42]([CH2:45][NH:46][C:29](=[O:31])[CH2:28][N:2]([CH3:1])[C:3](=[O:27])[C:4]2[CH:5]=[CH:6][C:7]([S:10](=[O:25])(=[O:26])[NH:11][C:12]3[CH:17]=[CH:16][CH:15]=[CH:14][C:13]=3[O:18][C:19]3[CH:24]=[CH:23][CH:22]=[CH:21][CH:20]=3)=[CH:8][CH:9]=2)[CH2:41][CH2:40]1)=[O:38])([CH3:35])([CH3:34])[CH3:33]. (4) Given the reactants [CH3:1][O:2][C:3]1[CH:8]=[CH:7][C:6]([C:9]2[CH:14]=[C:13]([CH2:15][CH:16]3[CH2:21][CH2:20][O:19][CH2:18][CH2:17]3)[N:12]=[C:11]([N:22]3[CH2:27][CH2:26][N:25]([CH3:28])[CH2:24][CH2:23]3)[CH:10]=2)=[CH:5][CH:4]=1.[C:29]([OH:38])(=[O:37])[CH:30]([CH:32]([C:34]([OH:36])=[O:35])[OH:33])[OH:31], predict the reaction product. The product is: [C:34]([CH:32]([CH:30]([C:29]([OH:38])=[O:37])[OH:31])[OH:33])([OH:36])=[O:35].[CH3:1][O:2][C:3]1[CH:8]=[CH:7][C:6]([C:9]2[CH:14]=[C:13]([CH2:15][CH:16]3[CH2:17][CH2:18][O:19][CH2:20][CH2:21]3)[N:12]=[C:11]([N:22]3[CH2:27][CH2:26][N:25]([CH3:28])[CH2:24][CH2:23]3)[CH:10]=2)=[CH:5][CH:4]=1. (5) Given the reactants [NH2:1][C:2]1[CH:7]=[CH:6][C:5]([N:8]2[C:14](=[O:15])[CH2:13][C:12](=[O:16])[NH:11][C:10]3[C:17]4[C:22]([CH:23]=[CH:24][C:9]2=3)=[CH:21][CH:20]=[CH:19][CH:18]=4)=[CH:4][CH:3]=1.[C:25]1([S:31](Cl)(=[O:33])=[O:32])[CH:30]=[CH:29][CH:28]=[CH:27][CH:26]=1, predict the reaction product. The product is: [O:16]=[C:12]1[NH:11][C:10]2[C:17]3[C:22]([CH:23]=[CH:24][C:9]=2[N:8]([C:5]2[CH:6]=[CH:7][C:2]([NH:1][S:31]([C:25]4[CH:30]=[CH:29][CH:28]=[CH:27][CH:26]=4)(=[O:33])=[O:32])=[CH:3][CH:4]=2)[C:14](=[O:15])[CH2:13]1)=[CH:21][CH:20]=[CH:19][CH:18]=3. (6) Given the reactants [C:1]([O:5][C:6]([N:8]([CH3:10])[NH2:9])=[O:7])([CH3:4])([CH3:3])[CH3:2].[CH:11]([C:14]1[CH:19]=[CH:18][CH:17]=[CH:16][C:15]=1B(O)O)([CH3:13])[CH3:12].C(N(CC)CC)C, predict the reaction product. The product is: [C:1]([O:5][C:6]([N:8]([CH3:10])[NH:9][C:16]1[CH:17]=[CH:18][CH:19]=[C:14]([CH:11]([CH3:13])[CH3:12])[CH:15]=1)=[O:7])([CH3:4])([CH3:3])[CH3:2].